This data is from Forward reaction prediction with 1.9M reactions from USPTO patents (1976-2016). The task is: Predict the product of the given reaction. Given the reactants O[N:2]=[C:3]([C:5]1[CH:6]=[C:7]([CH:11]=[CH:12][CH:13]=1)[C:8]([OH:10])=[O:9])[CH3:4].[ClH:14], predict the reaction product. The product is: [ClH:14].[NH2:2][CH:3]([C:5]1[CH:6]=[C:7]([CH:11]=[CH:12][CH:13]=1)[C:8]([OH:10])=[O:9])[CH3:4].